This data is from Full USPTO retrosynthesis dataset with 1.9M reactions from patents (1976-2016). The task is: Predict the reactants needed to synthesize the given product. (1) Given the product [C:27]([OH:31])(=[O:30])[CH:28]=[CH2:29].[NH2:7][C:27]([O:31][CH2:32][CH3:33])=[O:30], predict the reactants needed to synthesize it. The reactants are: C(N=C=O)CCCCC[N:7]=C=O.C1C=C(CN=C=O)C=C(CN=C=O)C=1.[C:27]([O:31][CH2:32][CH2:33]O)(=[O:30])[CH:28]=[CH2:29].C([O-])(=O)CCCCCCCCCCC.C([Sn+2]CCCC)CCC.C([O-])(=O)CCCCCCCCCCC.COC1C=CC(O)=CC=1. (2) Given the product [O:1]1[C:5]2[C:6]([C:10]([NH2:14])=[O:12])=[CH:7][CH:8]=[CH:9][C:4]=2[CH2:3][CH2:2]1, predict the reactants needed to synthesize it. The reactants are: [O:1]1[C:5]2[C:6]([C:10]([OH:12])=O)=[CH:7][CH:8]=[CH:9][C:4]=2[CH2:3][CH2:2]1.O[N:14]1C2C=CC=CC=2N=N1.Cl.CN(C)CCCN=C=NCC.N.CO. (3) Given the product [CH3:55][N:54]1[CH:48]2[CH2:49][CH2:50][CH2:51][CH:52]1[CH2:53][CH:46]([NH:45][C:17]([C:13]1[CH:14]=[CH:15][CH:16]=[C:10]3[O:9][C:8]([C:5]4[CH:6]=[CH:7][C:2]([Cl:1])=[CH:3][C:4]=4[CH3:20])=[N:12][C:11]=13)=[O:19])[CH2:47]2, predict the reactants needed to synthesize it. The reactants are: [Cl:1][C:2]1[CH:7]=[CH:6][C:5]([C:8]2[O:9][C:10]3[C:11](=[C:13]([C:17]([OH:19])=O)[CH:14]=[CH:15][CH:16]=3)[N:12]=2)=[C:4]([CH3:20])[CH:3]=1.Cl.C(N=C=NCCCN(C)C)C.ON1C2C=CC=CC=2N=N1.Cl.Cl.[NH2:45][CH:46]1[CH2:53][CH:52]2[N:54]([CH3:55])[CH:48]([CH2:49][CH2:50][CH2:51]2)[CH2:47]1.C(N(CC)CC)C. (4) Given the product [C:1]([O:5][C:6]([N:8]1[CH2:9][CH:10]([NH:12][C@H:13]2[CH2:17][CH2:16][NH:15][CH2:14]2)[CH2:11]1)=[O:7])([CH3:4])([CH3:2])[CH3:3], predict the reactants needed to synthesize it. The reactants are: [C:1]([O:5][C:6]([N:8]1[CH2:11][CH:10]([NH:12][C@H:13]2[CH2:17][CH2:16][N:15](C(OCC3C=CC=CC=3)=O)[CH2:14]2)[CH2:9]1)=[O:7])([CH3:4])([CH3:3])[CH3:2].[H][H]. (5) Given the product [Cl:45][CH2:44][CH2:43][CH2:42][O:23][C:16]1[CH:15]=[C:14]2[C:19]([C:20](=[O:22])[CH:21]=[C:12]([C:11]3[CH:24]=[CH:25][C:26]([O:27][CH2:28][C:29]4[CH:34]=[CH:33][CH:32]=[CH:31][CH:30]=4)=[C:9]([O:8][CH2:1][C:2]4[CH:3]=[CH:4][CH:5]=[CH:6][CH:7]=4)[CH:10]=3)[O:13]2)=[CH:18][CH:17]=1, predict the reactants needed to synthesize it. The reactants are: [CH2:1]([O:8][C:9]1[CH:10]=[C:11]([CH:24]=[CH:25][C:26]=1[O:27][CH2:28][C:29]1[CH:34]=[CH:33][CH:32]=[CH:31][CH:30]=1)[C:12]1[O:13][C:14]2[C:19]([C:20](=[O:22])[CH:21]=1)=[CH:18][CH:17]=[C:16]([OH:23])[CH:15]=2)[C:2]1[CH:7]=[CH:6][CH:5]=[CH:4][CH:3]=1.C([O-])([O-])=O.[K+].[K+].Br[CH2:42][CH2:43][CH2:44][Cl:45]. (6) Given the product [CH3:35][N:36]([CH3:46])[CH:37]1[CH2:38][CH2:39][N:40]([CH2:43][C:44]#[C:45][C:16]2[S:17][C:10]3[C:11](=[N:12][CH:13]=[CH:14][C:9]=3[O:8][C:7]3[CH:6]=[CH:5][C:4]([N:19]([C:28]4[CH:29]=[CH:30][C:31]([F:34])=[CH:32][CH:33]=4)[C:20]([C:22]4([C:25]([NH2:27])=[O:26])[CH2:24][CH2:23]4)=[O:21])=[CH:3][C:2]=3[F:1])[CH:15]=2)[CH2:41][CH2:42]1, predict the reactants needed to synthesize it. The reactants are: [F:1][C:2]1[CH:3]=[C:4]([N:19]([C:28]2[CH:33]=[CH:32][C:31]([F:34])=[CH:30][CH:29]=2)[C:20]([C:22]2([C:25]([NH2:27])=[O:26])[CH2:24][CH2:23]2)=[O:21])[CH:5]=[CH:6][C:7]=1[O:8][C:9]1[CH:14]=[CH:13][N:12]=[C:11]2[CH:15]=[C:16](I)[S:17][C:10]=12.[CH3:35][N:36]([CH3:46])[CH:37]1[CH2:42][CH2:41][N:40]([CH2:43][C:44]#[CH:45])[CH2:39][CH2:38]1. (7) Given the product [CH2:13]([N:20]1[CH2:25][CH2:24][N:23]([C:10]([C:6]2[CH:5]=[C:4]3[C:9](=[CH:8][CH:7]=2)[NH:1][N:2]=[CH:3]3)=[O:12])[CH2:22][CH2:21]1)[C:14]1[CH:15]=[CH:16][CH:17]=[CH:18][CH:19]=1, predict the reactants needed to synthesize it. The reactants are: [NH:1]1[C:9]2[C:4](=[CH:5][C:6]([C:10]([OH:12])=O)=[CH:7][CH:8]=2)[CH:3]=[N:2]1.[CH2:13]([N:20]1[CH2:25][CH2:24][NH:23][CH2:22][CH2:21]1)[C:14]1[CH:19]=[CH:18][CH:17]=[CH:16][CH:15]=1.Cl.C(N=C=NCCCN(C)C)C.OC1C2N=NNC=2C=CC=1.C(N(CC)CC)C.S([O-])(O)(=O)=O.[K+]. (8) Given the product [C:20]([NH:1][C:2]1[CH:3]=[C:4]([NH:8][C:9]([NH:11][C:12]2[CH:17]=[CH:16][CH:15]=[CH:14][C:13]=2[CH3:18])=[O:10])[CH:5]=[CH:6][CH:7]=1)(=[O:19])[NH2:21], predict the reactants needed to synthesize it. The reactants are: [NH2:1][C:2]1[CH:3]=[C:4]([NH:8][C:9]([NH:11][C:12]2[CH:17]=[CH:16][CH:15]=[CH:14][C:13]=2[CH3:18])=[O:10])[CH:5]=[CH:6][CH:7]=1.[O-:19][C:20]#[N:21].[K+].